This data is from Catalyst prediction with 721,799 reactions and 888 catalyst types from USPTO. The task is: Predict which catalyst facilitates the given reaction. (1) Reactant: [OH:1][C:2]1[N:3]=[CH:4][C:5]2[C:10]([CH:11]=1)=[CH:9][CH:8]=[CH:7][CH:6]=2.[S:12]1[CH:16]=[CH:15][C:14]2[C:17]([N:21]3[CH2:26][CH2:25][N:24]([CH2:27][CH2:28][CH2:29][Cl:30])[CH2:23][CH2:22]3)=[CH:18][CH:19]=[CH:20][C:13]1=2.C(=O)([O-])[O-].[K+].[K+].CN(C)C=O. Product: [ClH:30].[S:12]1[CH:16]=[CH:15][C:14]2[C:17]([N:21]3[CH2:22][CH2:23][N:24]([CH2:27][CH2:28][CH2:29][O:1][C:2]4[N:3]=[CH:4][C:5]5[C:10]([CH:11]=4)=[CH:9][CH:8]=[CH:7][CH:6]=5)[CH2:25][CH2:26]3)=[CH:18][CH:19]=[CH:20][C:13]1=2. The catalyst class is: 6. (2) Reactant: [OH:1][CH:2]([C:24]1[CH:29]=[CH:28][CH:27]=[CH:26][CH:25]=1)[C:3]1[S:7][C:6]([CH2:8][N:9]([CH3:17])[C:10](=[O:16])[O:11][C:12]([CH3:15])([CH3:14])[CH3:13])=[CH:5][C:4]=1[C:18]1[CH:23]=[CH:22][CH:21]=[CH:20][CH:19]=1. Product: [C:2]([C:3]1[S:7][C:6]([CH2:8][N:9]([CH3:17])[C:10](=[O:16])[O:11][C:12]([CH3:14])([CH3:13])[CH3:15])=[CH:5][C:4]=1[C:18]1[CH:19]=[CH:20][CH:21]=[CH:22][CH:23]=1)(=[O:1])[C:24]1[CH:25]=[CH:26][CH:27]=[CH:28][CH:29]=1. The catalyst class is: 661. (3) Reactant: CO[C:3]([C:5]1[N:6]=[C:7]([C:23]#[N:24])[C:8]2[C:13]([C:14]=1[OH:15])=[CH:12][CH:11]=[C:10]([O:16][C:17]1[CH:22]=[CH:21][CH:20]=[CH:19][CH:18]=1)[CH:9]=2)=[O:4].Cl.[NH2:26][CH2:27][C:28]([F:33])([F:32])[C:29]([OH:31])=[O:30].C[O-].[Na+].CO.Cl. Product: [C:23]([C:7]1[C:8]2[C:13](=[CH:12][CH:11]=[C:10]([O:16][C:17]3[CH:22]=[CH:21][CH:20]=[CH:19][CH:18]=3)[CH:9]=2)[C:14]([OH:15])=[C:5]([C:3]([NH:26][CH2:27][C:28]([F:33])([F:32])[C:29]([OH:31])=[O:30])=[O:4])[N:6]=1)#[N:24]. The catalyst class is: 6. (4) Reactant: [C:1](Cl)(=O)C.[Br:5][C:6]1[CH:7]=[C:8]([CH2:12][C:13]([OH:15])=[O:14])[CH:9]=[CH:10][CH:11]=1. Product: [Br:5][C:6]1[CH:7]=[C:8]([CH2:12][C:13]([O:15][CH3:1])=[O:14])[CH:9]=[CH:10][CH:11]=1. The catalyst class is: 5.